This data is from Reaction yield outcomes from USPTO patents with 853,638 reactions. The task is: Predict the reaction yield, written as a fraction of the theoretical maximum amount of product (1.0 means a 100% yield; for example, 0.34 means a 34% yield). The reactants are Br[C:2]1[CH:3]=[N:4][N:5]([C:7]2[CH:12]=[CH:11][CH:10]=[CH:9][CH:8]=2)[CH:6]=1.CC([O-])=O.[K+].[B:18]1([B:18]2[O:22][C:21]([CH3:24])([CH3:23])[C:20]([CH3:26])([CH3:25])[O:19]2)[O:22][C:21]([CH3:24])([CH3:23])[C:20]([CH3:26])([CH3:25])[O:19]1. The catalyst is CS(C)=O.CC(=O)OCC.C1C=CC(P(C2C=CC=CC=2)[C-]2C=CC=C2)=CC=1.C1C=CC(P(C2C=CC=CC=2)[C-]2C=CC=C2)=CC=1.Cl[Pd]Cl.[Fe+2]. The product is [C:7]1([N:5]2[CH:6]=[C:2]([B:18]3[O:22][C:21]([CH3:24])([CH3:23])[C:20]([CH3:26])([CH3:25])[O:19]3)[CH:3]=[N:4]2)[CH:12]=[CH:11][CH:10]=[CH:9][CH:8]=1. The yield is 0.500.